This data is from Reaction yield outcomes from USPTO patents with 853,638 reactions. The task is: Predict the reaction yield, written as a fraction of the theoretical maximum amount of product (1.0 means a 100% yield; for example, 0.34 means a 34% yield). (1) The reactants are [NH2:1][C:2]1[CH:7]=[CH:6][CH:5]=[CH:4][C:3]=1[NH:8][C:9]([NH:11][C:12]1[CH:17]=[CH:16][CH:15]=[CH:14][CH:13]=1)=[O:10].C(N(CC)CC)C.[CH3:25][O:26][C:27]1[CH:32]=[CH:31][C:30]([S:33](Cl)(=[O:35])=[O:34])=[CH:29][CH:28]=1. The catalyst is C(OCC)(=O)C. The product is [CH3:25][O:26][C:27]1[CH:28]=[CH:29][C:30]([S:33]([NH:1][C:2]2[CH:7]=[CH:6][CH:5]=[CH:4][C:3]=2[NH:8][C:9]([NH:11][C:12]2[CH:17]=[CH:16][CH:15]=[CH:14][CH:13]=2)=[O:10])(=[O:35])=[O:34])=[CH:31][CH:32]=1. The yield is 0.760. (2) The reactants are C([O:8][C:9]1(O)[C:18](=[O:19])[N:17]2[C:12]([C:13]([CH3:21])([CH3:20])[O:14][CH2:15][CH2:16]2)=[N:11][CH:10]1[C:22]1[N:23]([CH3:36])[C:24]([CH2:28][C:29]2[CH:34]=[CH:33][C:32]([F:35])=[CH:31][CH:30]=2)=[C:25](Cl)[N:26]=1)C1C=CC=CC=1.C([O-])=O.[NH4+]. The catalyst is CCO.[Pd]. The product is [F:35][C:32]1[CH:31]=[CH:30][C:29]([CH2:28][C:24]2[N:23]([CH3:36])[C:22]([C:10]3[N:11]=[C:12]4[N:17]([C:18](=[O:19])[C:9]=3[OH:8])[CH2:16][CH2:15][O:14][C:13]4([CH3:21])[CH3:20])=[N:26][CH:25]=2)=[CH:34][CH:33]=1. The yield is 0.530. (3) The reactants are O[C:2]1([C:8]([OH:10])=O)[CH:7]=[CH:6][CH:5]=[CH:4][NH:3]1.C(N(C(C)C)CC)(C)C.Cl.[CH3:21][NH:22][O:23][CH3:24].F[P-](F)(F)(F)(F)F.N1([O:41][P+](N2CCCC2)(N2CCCC2)N2CCCC2)C2C=CC=CC=2N=N1. The catalyst is CN(C)C=O. The product is [CH3:24][O:23][N:22]([CH3:21])[C:8]([C:2]1[C:7]([OH:41])=[CH:6][CH:5]=[CH:4][N:3]=1)=[O:10]. The yield is 0.410. (4) The reactants are [N:1]1([C:7]2[CH:14]=[CH:13][C:10]([CH:11]=O)=[C:9]([C:15]([F:18])([F:17])[F:16])[CH:8]=2)[CH2:6][CH2:5][O:4][CH2:3][CH2:2]1.[N:19]1([C:25]([O:27][C:28]([CH3:31])([CH3:30])[CH3:29])=[O:26])[CH2:24][CH2:23][NH:22][CH2:21][CH2:20]1.ClCCCl.C(O[BH-](OC(=O)C)OC(=O)C)(=O)C.[Na+]. The catalyst is O. The product is [N:1]1([C:7]2[CH:14]=[CH:13][C:10]([CH2:11][N:22]3[CH2:21][CH2:20][N:19]([C:25]([O:27][C:28]([CH3:31])([CH3:30])[CH3:29])=[O:26])[CH2:24][CH2:23]3)=[C:9]([C:15]([F:18])([F:17])[F:16])[CH:8]=2)[CH2:6][CH2:5][O:4][CH2:3][CH2:2]1. The yield is 0.970. (5) The reactants are [CH3:1][O:2][C:3](=[O:16])[CH:4]=[CH:5][C:6]1[CH:11]=[CH:10][C:9](Cl)=[C:8]([N+:13]([O-:15])=[O:14])[CH:7]=1.[CH3:17][N:18]([CH3:22])[CH2:19][CH2:20][NH2:21].C(N(CC)CC)C. The catalyst is O1CCOCC1. The product is [CH3:1][O:2][C:3](=[O:16])[CH:4]=[CH:5][C:6]1[CH:11]=[CH:10][C:9]([NH:21][CH2:20][CH2:19][N:18]([CH3:22])[CH3:17])=[C:8]([N+:13]([O-:15])=[O:14])[CH:7]=1. The yield is 0.842.